From a dataset of NCI-60 drug combinations with 297,098 pairs across 59 cell lines. Regression. Given two drug SMILES strings and cell line genomic features, predict the synergy score measuring deviation from expected non-interaction effect. (1) Cell line: MDA-MB-435. Drug 2: CN1C2=C(C=C(C=C2)N(CCCl)CCCl)N=C1CCCC(=O)O.Cl. Drug 1: C1CCN(CC1)CCOC2=CC=C(C=C2)C(=O)C3=C(SC4=C3C=CC(=C4)O)C5=CC=C(C=C5)O. Synergy scores: CSS=-4.65, Synergy_ZIP=4.31, Synergy_Bliss=4.32, Synergy_Loewe=-4.19, Synergy_HSA=-3.24. (2) Drug 1: CCCCC(=O)OCC(=O)C1(CC(C2=C(C1)C(=C3C(=C2O)C(=O)C4=C(C3=O)C=CC=C4OC)O)OC5CC(C(C(O5)C)O)NC(=O)C(F)(F)F)O. Drug 2: C1CCC(C(C1)N)N.C(=O)(C(=O)[O-])[O-].[Pt+4]. Cell line: NCI-H226. Synergy scores: CSS=30.3, Synergy_ZIP=-13.3, Synergy_Bliss=-19.3, Synergy_Loewe=-18.3, Synergy_HSA=-16.4. (3) Drug 1: CCCS(=O)(=O)NC1=C(C(=C(C=C1)F)C(=O)C2=CNC3=C2C=C(C=N3)C4=CC=C(C=C4)Cl)F. Drug 2: CC1=C2C(C(=O)C3(C(CC4C(C3C(C(C2(C)C)(CC1OC(=O)C(C(C5=CC=CC=C5)NC(=O)OC(C)(C)C)O)O)OC(=O)C6=CC=CC=C6)(CO4)OC(=O)C)O)C)O. Cell line: SN12C. Synergy scores: CSS=53.6, Synergy_ZIP=7.82, Synergy_Bliss=11.0, Synergy_Loewe=-57.9, Synergy_HSA=9.39. (4) Synergy scores: CSS=14.6, Synergy_ZIP=-1.59, Synergy_Bliss=-1.20, Synergy_Loewe=-46.2, Synergy_HSA=-0.517. Drug 2: C1CN(P(=O)(OC1)NCCCl)CCCl. Drug 1: CCC1=CC2CC(C3=C(CN(C2)C1)C4=CC=CC=C4N3)(C5=C(C=C6C(=C5)C78CCN9C7C(C=CC9)(C(C(C8N6C)(C(=O)OC)O)OC(=O)C)CC)OC)C(=O)OC.C(C(C(=O)O)O)(C(=O)O)O. Cell line: A549. (5) Drug 1: CCCS(=O)(=O)NC1=C(C(=C(C=C1)F)C(=O)C2=CNC3=C2C=C(C=N3)C4=CC=C(C=C4)Cl)F. Drug 2: C1C(C(OC1N2C=NC3=C2NC=NCC3O)CO)O. Cell line: DU-145. Synergy scores: CSS=11.2, Synergy_ZIP=-0.834, Synergy_Bliss=9.14, Synergy_Loewe=5.89, Synergy_HSA=6.09.